Dataset: Catalyst prediction with 721,799 reactions and 888 catalyst types from USPTO. Task: Predict which catalyst facilitates the given reaction. (1) Reactant: C(OC([N:8]1[CH2:13][CH2:12][CH:11]([O:14][C:15]2[CH:20]=[CH:19][CH:18]=[C:17]([Cl:21])[C:16]=2[Cl:22])[CH2:10][CH2:9]1)=O)(C)(C)C.Cl. Product: [ClH:21].[Cl:22][C:16]1[C:17]([Cl:21])=[CH:18][CH:19]=[CH:20][C:15]=1[O:14][CH:11]1[CH2:10][CH2:9][NH:8][CH2:13][CH2:12]1. The catalyst class is: 15. (2) Reactant: [C:1]1([C:7]2[CH:11]=[C:10]([NH2:12])[O:9][N:8]=2)[CH:6]=[CH:5][CH:4]=[CH:3][CH:2]=1.N1C=CC=CC=1.Cl[C:20]([O:22][CH2:23][C:24]([Cl:27])([Cl:26])[Cl:25])=[O:21]. Product: [C:1]1([C:7]2[CH:11]=[C:10]([NH:12][C:20](=[O:21])[O:22][CH2:23][C:24]([Cl:27])([Cl:26])[Cl:25])[O:9][N:8]=2)[CH:2]=[CH:3][CH:4]=[CH:5][CH:6]=1. The catalyst class is: 7. (3) Reactant: [C:1]([O:5][C:6]([N:8]([CH3:51])[C@@H:9]([CH3:50])[C:10]([NH:12][C@H:13]1[CH2:19][N:18]([C:20]([C:22]2[CH:32]=[CH:31][C:25]([CH2:26][O:27]C(=O)C)=[CH:24][CH:23]=2)=[O:21])[C:17]2[CH:33]=[CH:34][CH:35]=[CH:36][C:16]=2[N:15]([CH2:37][C:38]2[C:47]3[C:42](=[CH:43][CH:44]=[CH:45][CH:46]=3)[CH:41]=[CH:40][C:39]=2[CH3:48])[C:14]1=[O:49])=[O:11])=[O:7])([CH3:4])([CH3:3])[CH3:2].C([O-])([O-])=O.[K+].[K+]. Product: [C:1]([O:5][C:6](=[O:7])[N:8]([C@H:9]([C:10](=[O:11])[NH:12][C@@H:13]1[C:14](=[O:49])[N:15]([CH2:37][C:38]2[C:47]3[C:42](=[CH:43][CH:44]=[CH:45][CH:46]=3)[CH:41]=[CH:40][C:39]=2[CH3:48])[C:16]2[CH:36]=[CH:35][CH:34]=[CH:33][C:17]=2[N:18]([C:20](=[O:21])[C:22]2[CH:32]=[CH:31][C:25]([CH2:26][OH:27])=[CH:24][CH:23]=2)[CH2:19]1)[CH3:50])[CH3:51])([CH3:2])([CH3:3])[CH3:4]. The catalyst class is: 5. (4) Reactant: ClC1C=C(C=CC=1)C(OO)=[O:6].[O:12]=[C:13]1[NH:22][CH:21]([C:23]2[CH:30]=[CH:29][C:26]([C:27]#[N:28])=[CH:25][C:24]=2[S:31][CH3:32])[C:20]2[C:19](=[O:33])[CH2:18][CH2:17][CH2:16][C:15]=2[N:14]1[C:34]1[CH:39]=[CH:38][CH:37]=[C:36]([C:40]([F:43])([F:42])[F:41])[CH:35]=1. Product: [O:12]=[C:13]1[NH:22][CH:21]([C:23]2[CH:30]=[CH:29][C:26]([C:27]#[N:28])=[CH:25][C:24]=2[S:31]([CH3:32])=[O:6])[C:20]2[C:19](=[O:33])[CH2:18][CH2:17][CH2:16][C:15]=2[N:14]1[C:34]1[CH:39]=[CH:38][CH:37]=[C:36]([C:40]([F:43])([F:42])[F:41])[CH:35]=1. The catalyst class is: 4.